Dataset: Reaction yield outcomes from USPTO patents with 853,638 reactions. Task: Predict the reaction yield, written as a fraction of the theoretical maximum amount of product (1.0 means a 100% yield; for example, 0.34 means a 34% yield). (1) The reactants are [OH:1][CH2:2][CH2:3][N:4]([CH3:12])[C:5](=[O:11])[O:6][C:7]([CH3:10])([CH3:9])[CH3:8].CC(OI1(OC(C)=O)(OC(C)=O)OC(=O)C2C=CC=CC1=2)=O.C([O-])(O)=O.[Na+].[O-]S([O-])(=S)=O.[Na+].[Na+]. The catalyst is C(Cl)Cl. The product is [CH3:12][N:4]([CH2:3][CH:2]=[O:1])[C:5](=[O:11])[O:6][C:7]([CH3:10])([CH3:8])[CH3:9]. The yield is 0.980. (2) The reactants are CC[O:3]C(CC1N=C(NC(CSC2[N+](CC=C)=C(N)CC(=O)N=2)=O)SC=1)=O.[Cl:28][C:29]1[CH:30]=[C:31]([C:40]2[CH:45]=[CH:44][CH:43]=[CH:42][C:41]=2[N:46]([CH3:51])[S:47]([CH3:50])(=[O:49])=[O:48])[N:32]2[C:37]=1[CH:36]=[N:35][C:34](SC)=[N:33]2.C(Cl)Cl.ClC1C=CC=C(C(OO)=O)C=1.[OH-].[Na+].C(O)(=O)C. The catalyst is O. The product is [Cl:28][C:29]1[CH:30]=[C:31]([C:40]2[CH:45]=[CH:44][CH:43]=[CH:42][C:41]=2[N:46]([CH3:51])[S:47]([CH3:50])(=[O:49])=[O:48])[N:32]2[C:37]=1[CH:36]=[N:35][C:34]([OH:3])=[N:33]2. The yield is 0.472. (3) The reactants are SC1C=CC=C[N+]=1[O-].[C:9]([O:12][C:13]1[CH:14]=[C:15]([CH:19]=[C:20]([O:22][C:23](=[O:25])[CH3:24])[CH:21]=1)C(Cl)=O)(=[O:11])[CH3:10].N(C(C)(C)C#N)=NC(C)(C)C#N.[Br:38]C(Cl)(Cl)Cl. No catalyst specified. The product is [C:9]([O:12][C:13]1[CH:14]=[C:15]([Br:38])[CH:19]=[C:20]([O:22][C:23](=[O:25])[CH3:24])[CH:21]=1)(=[O:11])[CH3:10]. The yield is 0.580. (4) The reactants are Cl[C:2]1[N:7]=[CH:6][C:5]([CH2:8][N:9]2[C:17]3[C:12](=[CH:13][CH:14]=[CH:15][CH:16]=3)[C:11]3([C:21]4=[CH:22][C:23]5[O:27][CH2:26][O:25][C:24]=5[CH:28]=[C:20]4[O:19][CH2:18]3)[C:10]2=[O:29])=[CH:4][CH:3]=1.[CH3:30][NH:31][CH3:32]. No catalyst specified. The product is [CH3:30][N:31]([CH3:32])[C:2]1[N:7]=[CH:6][C:5]([CH2:8][N:9]2[C:17]3[C:12](=[CH:13][CH:14]=[CH:15][CH:16]=3)[C:11]3([C:21]4=[CH:22][C:23]5[O:27][CH2:26][O:25][C:24]=5[CH:28]=[C:20]4[O:19][CH2:18]3)[C:10]2=[O:29])=[CH:4][CH:3]=1. The yield is 0.480. (5) The reactants are [CH3:1][C:2]1[N:3]=[C:4]([NH:7][C:8]2[N:13]=[CH:12][C:11]([S:14]CCC(OC)=O)=[CH:10][C:9]=2[O:21][C:22]2[CH:27]=[CH:26][CH:25]=[CH:24][CH:23]=2)[S:5][CH:6]=1.[Cl:28][C:29]1[CH:34]=[CH:33][N:32]=[C:31]2[CH2:35][N:36](C(OCC)=O)[CH2:37][C:30]=12.CC([O-])(C)C.[K+].[NH4+].[Cl-:50].[OH-].[K+].Cl. The catalyst is CO.O.CS(C)=O. The product is [ClH:28].[ClH:50].[ClH:28].[N:32]1[CH:33]=[CH:34][C:29]([S:14][C:11]2[CH:10]=[C:9]([O:21][C:22]3[CH:23]=[CH:24][CH:25]=[CH:26][CH:27]=3)[C:8]([NH:7][C:4]3[S:5][CH:6]=[C:2]([CH3:1])[N:3]=3)=[N:13][CH:12]=2)=[C:30]2[CH2:37][NH:36][CH2:35][C:31]=12. The yield is 0.330. (6) The reactants are [OH:1][CH:2]1[CH2:6][N:5]([C@@H](C2C=CC=CC=2)C)[CH2:4][C@:3]1([CH3:22])[C:15]([O:17][C:18]([CH3:21])([CH3:20])[CH3:19])=[O:16].Cl.C(=O)([O-])O.[Na+].[CH2:29]([O:36][C:37](Cl)=[O:38])[C:30]1[CH:35]=[CH:34][CH:33]=[CH:32][CH:31]=1. The catalyst is C(O)C.[C].[Pd].[H][H].O.O1CCCC1. The product is [CH2:29]([O:36][C:37]([N:5]1[CH2:6][CH:2]([OH:1])[C@@:3]([CH3:22])([C:15]([O:17][C:18]([CH3:21])([CH3:20])[CH3:19])=[O:16])[CH2:4]1)=[O:38])[C:30]1[CH:35]=[CH:34][CH:33]=[CH:32][CH:31]=1. The yield is 0.900. (7) The reactants are [F:1][C:2]1[CH:7]=[CH:6][C:5]([F:8])=[CH:4][C:3]=1[C@H:9]1[CH2:13][CH2:12][CH2:11][N:10]1[C:14]1[CH:19]=[CH:18][N:17]2[N:20]=[CH:21][C:22]([NH2:23])=[C:16]2[N:15]=1.C1N=CN([C:29](N2C=NC=C2)=[O:30])C=1.[CH:36]([N:39]1[CH2:44][CH2:43][NH:42][CH2:41][CH2:40]1)([CH3:38])[CH3:37]. The catalyst is C(Cl)Cl. The product is [F:1][C:2]1[CH:7]=[CH:6][C:5]([F:8])=[CH:4][C:3]=1[C@H:9]1[CH2:13][CH2:12][CH2:11][N:10]1[C:14]1[CH:19]=[CH:18][N:17]2[N:20]=[CH:21][C:22]([NH:23][C:29]([N:42]3[CH2:43][CH2:44][N:39]([CH:36]([CH3:38])[CH3:37])[CH2:40][CH2:41]3)=[O:30])=[C:16]2[N:15]=1. The yield is 0.900. (8) The reactants are [CH3:1][C:2]1[CH:7]=[C:6]([CH3:8])[NH:5][C:4](=[O:9])[C:3]=1[CH2:10][NH:11][C:12]([C:14]1[C:15]2[CH:34]=[N:33][N:32]([CH:35]([CH3:37])[CH3:36])[C:16]=2[N:17]=[C:18]([C:20]2[CH2:21][CH2:22][N:23]([CH:26]3[CH2:31][CH2:30][NH:29][CH2:28][CH2:27]3)[CH2:24][CH:25]=2)[CH:19]=1)=[O:13].[CH:38]([S:40]([CH3:43])(=[O:42])=[O:41])=[CH2:39]. The catalyst is CO. The product is [CH3:1][C:2]1[CH:7]=[C:6]([CH3:8])[NH:5][C:4](=[O:9])[C:3]=1[CH2:10][NH:11][C:12]([C:14]1[C:15]2[CH:34]=[N:33][N:32]([CH:35]([CH3:37])[CH3:36])[C:16]=2[N:17]=[C:18]([C:20]2[CH2:21][CH2:22][N:23]([CH:26]3[CH2:27][CH2:28][N:29]([CH2:39][CH2:38][S:40]([CH3:43])(=[O:42])=[O:41])[CH2:30][CH2:31]3)[CH2:24][CH:25]=2)[CH:19]=1)=[O:13]. The yield is 0.410.